This data is from Forward reaction prediction with 1.9M reactions from USPTO patents (1976-2016). The task is: Predict the product of the given reaction. (1) Given the reactants [CH3:1][O:2][C:3]1[C:12]2[N:11]=[C:10]([NH2:13])[N:9]3[CH2:14][CH2:15][N:16]=[C:8]3[C:7]=2[CH:6]=[CH:5][C:4]=1[O:17][CH2:18][C:19]1([CH3:22])[CH2:21][O:20]1.[CH3:23][C@H:24]1[O:29][C@@H:28]([CH3:30])[CH2:27][NH:26][CH2:25]1, predict the reaction product. The product is: [CH3:30][C@H:28]1[O:29][C@@H:24]([CH3:23])[CH2:25][N:26]([CH2:21][C@:19]([OH:20])([CH3:22])[CH2:18][O:17][C:4]2[CH:5]=[CH:6][C:7]3[C:8]4[N:9]([CH2:14][CH2:15][N:16]=4)[C:10]([NH2:13])=[N:11][C:12]=3[C:3]=2[O:2][CH3:1])[CH2:27]1. (2) Given the reactants Cl[C:2]([C:6]1[CH:11]=[CH:10][CH:9]=[CH:8][C:7]=1[Cl:12])=[CH:3][C:4]#[N:5].Cl.[CH2:14]([CH:16]1[CH2:18][CH:17]1[NH2:19])C.[CH3:20]C#N, predict the reaction product. The product is: [Cl:12][C:7]1[CH:8]=[CH:9][CH:10]=[CH:11][C:6]=1[C:2]([NH:19][CH:17]([CH:16]([CH3:14])[CH3:18])[CH3:20])=[CH:3][C:4]#[N:5].